The task is: Predict the reactants needed to synthesize the given product.. This data is from Full USPTO retrosynthesis dataset with 1.9M reactions from patents (1976-2016). (1) Given the product [CH3:19][O:18][C@@H:5]([CH2:6][C:7]1[CH:8]=[CH:9][C:10]([C:13]#[C:14][CH2:15][CH2:16][O:17][C:22]2[CH:23]=[C:24]3[C:29](=[CH:30][CH:31]=2)[O:28][C:27]([C:32]2[CH:33]=[CH:34][CH:35]=[CH:36][CH:37]=2)=[CH:26][C:25]3=[O:38])=[CH:11][CH:12]=1)[C:4]([OH:3])=[O:20], predict the reactants needed to synthesize it. The reactants are: C([O:3][C:4](=[O:20])[CH:5]([O:18][CH3:19])[CH2:6][C:7]1[CH:12]=[CH:11][C:10]([C:13]#[C:14][CH2:15][CH2:16][OH:17])=[CH:9][CH:8]=1)C.O[C:22]1[CH:23]=[C:24]2[C:29](=[CH:30][CH:31]=1)[O:28][C:27]([C:32]1[CH:37]=[CH:36][CH:35]=[CH:34][CH:33]=1)=[CH:26][C:25]2=[O:38].CC(OC(/N=N/C(OC(C)C)=O)=O)C.CCOC(/N=N/C(OCC)=O)=O. (2) Given the product [C:14]1([C:13]#[C:12]/[CH:11]=[CH:10]/[C:7]2[CH:6]=[CH:5][C:4]([C:3]([OH:20])=[O:2])=[CH:9][CH:8]=2)[CH:15]=[CH:16][CH:17]=[CH:18][CH:19]=1, predict the reactants needed to synthesize it. The reactants are: C[O:2][C:3](=[O:20])[C:4]1[CH:9]=[CH:8][C:7](/[CH:10]=[CH:11]/[C:12]#[C:13][C:14]2[CH:19]=[CH:18][CH:17]=[CH:16][CH:15]=2)=[CH:6][CH:5]=1. (3) Given the product [F:1][C:2]([F:14])([F:15])[O:3][C:4]1[CH:5]=[CH:6][C:7]([CH2:10][CH2:11][CH2:12][OH:13])=[CH:8][CH:9]=1, predict the reactants needed to synthesize it. The reactants are: [F:1][C:2]([F:15])([F:14])[O:3][C:4]1[CH:9]=[CH:8][C:7]([C:10]#[C:11][CH2:12][OH:13])=[CH:6][CH:5]=1. (4) Given the product [C:2]1([CH:1]([CH:9]2[CH2:14][CH2:13][NH:12][CH2:11][CH2:10]2)[OH:8])[CH:3]=[CH:4][CH:5]=[CH:6][CH:7]=1, predict the reactants needed to synthesize it. The reactants are: [C:1]([C:9]1[CH:14]=[CH:13][N:12]=[CH:11][CH:10]=1)(=[O:8])[C:2]1[CH:7]=[CH:6][CH:5]=[CH:4][CH:3]=1.[H][H]. (5) Given the product [N:1]1[CH:6]=[CH:5][CH:4]=[CH:3][C:2]=1[CH2:7][S:8][CH2:13][CH2:14][CH2:15][CH2:16][CH2:17][O:18][C:19]1[CH:20]=[CH:21][C:22]([C@H:25]2[CH2:42][C@@:40]3([CH3:41])[C@@H:36]([CH2:37][CH2:38][C@@H:39]3[OH:43])[C@H:35]3[C@H:26]2[C:27]2[CH:28]=[CH:29][C:30]([OH:44])=[CH:31][C:32]=2[CH2:33][CH2:34]3)=[CH:23][CH:24]=1, predict the reactants needed to synthesize it. The reactants are: [N:1]1[CH:6]=[CH:5][CH:4]=[CH:3][C:2]=1[CH2:7][SH:8].C[O-].[Na+].Cl[CH2:13][CH2:14][CH2:15][CH2:16][CH2:17][O:18][C:19]1[CH:24]=[CH:23][C:22]([C@H:25]2[CH2:42][C@@:40]3([CH3:41])[C@@H:36]([CH2:37][CH2:38][C@@H:39]3[OH:43])[C@H:35]3[C@H:26]2[C:27]2[CH:28]=[CH:29][C:30]([OH:44])=[CH:31][C:32]=2[CH2:33][CH2:34]3)=[CH:21][CH:20]=1. (6) Given the product [CH3:12][O:11][C:8]1[CH:9]=[CH:10][C:5]([C:3]2[N:13]=[C:14]([NH2:16])[S:15][CH:2]=2)=[CH:6][CH:7]=1, predict the reactants needed to synthesize it. The reactants are: Br[CH2:2][C:3]([C:5]1[CH:10]=[CH:9][C:8]([O:11][CH3:12])=[CH:7][CH:6]=1)=O.[NH2:13][C:14]([NH2:16])=[S:15]. (7) Given the product [Cl:12][C:13]1[CH:18]=[CH:17][CH:16]=[C:15]([Cl:19])[C:14]=1[N:20]1[CH:31]=[CH:30][C:23]2[N:24]=[C:25]([NH:52][C:51]3[CH:50]=[CH:49][C:48]([N:45]4[CH2:46][CH2:47][O:42][CH2:43][CH2:44]4)=[CH:54][CH:53]=3)[N:26]=[CH:27][C:22]=2[C:21]1=[O:32], predict the reactants needed to synthesize it. The reactants are: C1C=C(Cl)C=C(C(OO)=O)C=1.[Cl:12][C:13]1[CH:18]=[CH:17][CH:16]=[C:15]([Cl:19])[C:14]=1[N:20]1[CH:31]=[CH:30][C:23]2[N:24]=[C:25](SC)[N:26]=[CH:27][C:22]=2[C:21]1=[O:32].CCN(C(C)C)C(C)C.[O:42]1[CH2:47][CH2:46][N:45]([C:48]2[CH:54]=[CH:53][C:51]([NH2:52])=[CH:50][CH:49]=2)[CH2:44][CH2:43]1.